Dataset: NCI-60 drug combinations with 297,098 pairs across 59 cell lines. Task: Regression. Given two drug SMILES strings and cell line genomic features, predict the synergy score measuring deviation from expected non-interaction effect. (1) Drug 1: C1CC(C1)(C(=O)O)C(=O)O.[NH2-].[NH2-].[Pt+2]. Drug 2: C1=CC=C(C=C1)NC(=O)CCCCCCC(=O)NO. Cell line: K-562. Synergy scores: CSS=31.3, Synergy_ZIP=1.06, Synergy_Bliss=2.58, Synergy_Loewe=-14.8, Synergy_HSA=4.28. (2) Drug 1: C1CCC(C1)C(CC#N)N2C=C(C=N2)C3=C4C=CNC4=NC=N3. Drug 2: CC1=C(C=C(C=C1)C(=O)NC2=CC(=CC(=C2)C(F)(F)F)N3C=C(N=C3)C)NC4=NC=CC(=N4)C5=CN=CC=C5. Cell line: MDA-MB-435. Synergy scores: CSS=-3.34, Synergy_ZIP=5.01, Synergy_Bliss=7.49, Synergy_Loewe=-0.553, Synergy_HSA=1.14.